Task: Regression. Given a peptide amino acid sequence and an MHC pseudo amino acid sequence, predict their binding affinity value. This is MHC class I binding data.. Dataset: Peptide-MHC class I binding affinity with 185,985 pairs from IEDB/IMGT The peptide sequence is LSDDSGLMV. The MHC is HLA-A02:11 with pseudo-sequence HLA-A02:11. The binding affinity (normalized) is 0.606.